Predict the reaction yield, written as a fraction of the theoretical maximum amount of product (1.0 means a 100% yield; for example, 0.34 means a 34% yield). From a dataset of Reaction yield outcomes from USPTO patents with 853,638 reactions. (1) The reactants are [OH-].[Li+].C[O:4][C:5]([C:7]1[C:15]2[C:10](=[CH:11][C:12]([N:16]3[CH2:21][CH2:20][CH:19]([O:22][CH2:23][C:24]4[C:25]([C:32]5[C:37]([Cl:38])=[CH:36][CH:35]=[CH:34][C:33]=5[Cl:39])=[N:26][O:27][C:28]=4[CH:29]([CH3:31])[CH3:30])[CH2:18][CH2:17]3)=[CH:13][CH:14]=2)[N:9]([CH3:40])[CH:8]=1)=[O:6]. The catalyst is O1CCOCC1. The product is [Cl:39][C:33]1[CH:34]=[CH:35][CH:36]=[C:37]([Cl:38])[C:32]=1[C:25]1[C:24]([CH2:23][O:22][CH:19]2[CH2:18][CH2:17][N:16]([C:12]3[CH:11]=[C:10]4[C:15]([C:7]([C:5]([OH:6])=[O:4])=[CH:8][N:9]4[CH3:40])=[CH:14][CH:13]=3)[CH2:21][CH2:20]2)=[C:28]([CH:29]([CH3:31])[CH3:30])[O:27][N:26]=1. The yield is 0.860. (2) The reactants are [CH3:1][O:2][C:3]1[CH:8]=[CH:7][C:6]([CH2:9][C:10](=[O:17])[CH2:11][C:12]([O:14][CH2:15][CH3:16])=[O:13])=[CH:5][C:4]=1[N+:18]([O-:20])=[O:19].[BH4-].[Na+].Cl. The catalyst is CO.C(OCC)(=O)C. The product is [OH:17][CH:10]([CH2:9][C:6]1[CH:7]=[CH:8][C:3]([O:2][CH3:1])=[C:4]([N+:18]([O-:20])=[O:19])[CH:5]=1)[CH2:11][C:12]([O:14][CH2:15][CH3:16])=[O:13]. The yield is 0.980. (3) The yield is 1.31. The reactants are C(Cl)(=O)[C:2](Cl)=[O:3].[Cl:7][C:8]1[CH:16]=[CH:15][CH:14]=[CH:13][C:9]=1[C:10]([NH2:12])=[O:11].[NH2:17][C:18]1[S:19][C:20]2[CH:26]=[C:25]([S:27][C:28]([CH3:52])([CH3:51])[CH2:29][N:30]([CH:48]([CH3:50])[CH3:49])[C:31](=[O:47])[O:32][CH2:33][CH:34]3[C:46]4[CH:45]=[CH:44][CH:43]=[CH:42][C:41]=4[C:40]4[C:35]3=[CH:36][CH:37]=[CH:38][CH:39]=4)[CH:24]=[CH:23][C:21]=2[N:22]=1. The product is [Cl:7][C:8]1[CH:16]=[CH:15][CH:14]=[CH:13][C:9]=1[C:10]([NH:12][C:2](=[O:3])[NH:17][C:18]1[S:19][C:20]2[CH:26]=[C:25]([S:27][C:28]([CH3:51])([CH3:52])[CH2:29][N:30]([CH:48]([CH3:49])[CH3:50])[C:31](=[O:47])[O:32][CH2:33][CH:34]3[C:35]4[CH:36]=[CH:37][CH:38]=[CH:39][C:40]=4[C:41]4[C:46]3=[CH:45][CH:44]=[CH:43][CH:42]=4)[CH:24]=[CH:23][C:21]=2[N:22]=1)=[O:11]. The catalyst is ClCCCl.O1CCOCC1. (4) The reactants are [NH:1]1[C:5]2=[N:6][CH:7]=[C:8]([C:10]3[CH:11]=[CH:12][C:13]([NH:16][C:17](=[O:23])[O:18][C:19]([CH3:22])([CH3:21])[CH3:20])=[N:14][CH:15]=3)[CH:9]=[C:4]2[CH:3]=[CH:2]1.[Br:24]N1C(=O)CCC1=O. The catalyst is C1COCC1.CN(C=O)C. The product is [Br:24][C:3]1[C:4]2[C:5](=[N:6][CH:7]=[C:8]([C:10]3[CH:11]=[CH:12][C:13]([NH:16][C:17](=[O:23])[O:18][C:19]([CH3:20])([CH3:22])[CH3:21])=[N:14][CH:15]=3)[CH:9]=2)[NH:1][CH:2]=1. The yield is 0.770. (5) The reactants are Br[C:2]1[C:7](=[O:8])[N:6]([CH2:9][C:10]2[CH:15]=[CH:14][C:13]([C:16]3[C:17]([C:22]#[N:23])=[CH:18][CH:19]=[CH:20][CH:21]=3)=[CH:12][C:11]=2[F:24])[C:5]([CH2:25][CH2:26][CH3:27])=[N:4][C:3]=1[CH2:28][CH3:29].[CH:30]([O:33][C:34]1[C:39](B(O)O)=[CH:38][CH:37]=[CH:36][N:35]=1)([CH3:32])[CH3:31].C(=O)([O-])[O-].[Cs+].[Cs+]. The catalyst is O1CCOCC1.C(OCC)(=O)C.C1C=CC(P(C2C=CC=CC=2)[C-]2C=CC=C2)=CC=1.C1C=CC(P(C2C=CC=CC=2)[C-]2C=CC=C2)=CC=1.Cl[Pd]Cl.[Fe+2]. The product is [CH2:28]([C:3]1[N:4]=[C:5]([CH2:25][CH2:26][CH3:27])[N:6]([CH2:9][C:10]2[CH:15]=[CH:14][C:13]([C:16]3[C:17]([C:22]#[N:23])=[CH:18][CH:19]=[CH:20][CH:21]=3)=[CH:12][C:11]=2[F:24])[C:7](=[O:8])[C:2]=1[C:37]1[CH:36]=[N:35][C:34]([O:33][CH:30]([CH3:32])[CH3:31])=[CH:39][CH:38]=1)[CH3:29]. The yield is 0.700.